Dataset: Reaction yield outcomes from USPTO patents with 853,638 reactions. Task: Predict the reaction yield, written as a fraction of the theoretical maximum amount of product (1.0 means a 100% yield; for example, 0.34 means a 34% yield). (1) The product is [CH:30]1[C:31]2[C:35]3[CH:36]=[CH:37][CH:38]=[CH:39][C:34]=3[O:33][C:32]=2[C:27]([B:14]([OH:15])[OH:17])=[CH:28][CH:29]=1. The reactants are CCCCCC.C([Li])CCC.CO[B:14]([O:17]C)[O:15]C.Cl.CCCCCC.Br[C:27]1[C:32]2[O:33][C:34]3[CH:39]=[CH:38][CH:37]=[CH:36][C:35]=3[C:31]=2[CH:30]=[CH:29][CH:28]=1. The catalyst is O1CCCC1. The yield is 0.800. (2) The reactants are [NH2:1][C:2]1[C:3]([C:9](=[N:11][O:12][C:13](=O)[C:14]2[CH:19]=[CH:18][CH:17]=[CH:16][CH:15]=2)[NH2:10])=[N:4][C:5]([Br:8])=[CH:6][N:7]=1.C([O-])(O)=O.[Na+]. The catalyst is O. The product is [Br:8][C:5]1[N:4]=[C:3]([C:9]2[N:10]=[C:13]([C:14]3[CH:19]=[CH:18][CH:17]=[CH:16][CH:15]=3)[O:12][N:11]=2)[C:2]([NH2:1])=[N:7][CH:6]=1. The yield is 0.760. (3) The reactants are Cl[C:2]1[CH:7]=[CH:6][C:5]([CH2:8][C:9]([N:11]2[CH2:16][CH2:15][CH2:14][CH2:13][CH:12]2[C:17]2[CH:22]=[CH:21][CH:20]=[CH:19][CH:18]=2)=[O:10])=[CH:4][C:3]=1[F:23].[CH2:24]([N:26]([CH2:42][CH3:43])[C:27](=[O:41])[CH:28]([C:35]1[CH:40]=[CH:39][CH:38]=[CH:37][CH:36]=1)[N:29]1[CH2:34][CH2:33][NH:32][CH2:31][CH2:30]1)[CH3:25].CC(C1C=C(C(C)C)C(C2C=CC=CC=2P(C2CCCCC2)C2CCCCC2)=C(C(C)C)C=1)C.CC(C)([O-])C.[Na+]. The catalyst is C1(C)C=CC=CC=1.C1C=CC(/C=C/C(/C=C/C2C=CC=CC=2)=O)=CC=1.C1C=CC(/C=C/C(/C=C/C2C=CC=CC=2)=O)=CC=1.C1C=CC(/C=C/C(/C=C/C2C=CC=CC=2)=O)=CC=1.[Pd].[Pd]. The product is [CH2:42]([N:26]([CH2:24][CH3:25])[C:27](=[O:41])[CH:28]([N:29]1[CH2:34][CH2:33][N:32]([C:2]2[CH:7]=[CH:6][C:5]([CH2:8][C:9](=[O:10])[N:11]3[CH2:16][CH2:15][CH2:14][CH2:13][CH:12]3[C:17]3[CH:22]=[CH:21][CH:20]=[CH:19][CH:18]=3)=[CH:4][C:3]=2[F:23])[CH2:31][CH2:30]1)[C:35]1[CH:40]=[CH:39][CH:38]=[CH:37][CH:36]=1)[CH3:43]. The yield is 0.160. (4) The reactants are [NH2:1][CH:2]1[N:8]=[C:7]([C:9]2[C:10]([O:17][CH3:18])=[N:11][C:12]([O:15][CH3:16])=[N:13][CH:14]=2)[C:6]2[CH:19]=[C:20]([Cl:23])[CH:21]=[CH:22][C:5]=2[N:4]([CH3:24])[C:3]1=[O:25].[C:26](Cl)(Cl)=[S:27]. The product is [Cl:23][C:20]1[CH:21]=[CH:22][C:5]2[N:4]([CH3:24])[C:3](=[O:25])[CH:2]([N:1]=[C:26]=[S:27])[N:8]=[C:7]([C:9]3[C:10]([O:17][CH3:18])=[N:11][C:12]([O:15][CH3:16])=[N:13][CH:14]=3)[C:6]=2[CH:19]=1. No catalyst specified. The yield is 0.440. (5) The reactants are Cl.[NH2:2][C@@H:3]1[C@H:8]2[CH2:9][C@H:5]([CH2:6][CH2:7]2)[C@@H:4]1[C:10]([O:12][CH3:13])=[O:11].C([O-])(=O)C.[Na+].[F:19][C:20]1[CH:27]=[CH:26][C:23]([CH:24]=O)=[CH:22][CH:21]=1.C([BH3-])#N.[Na+].C(=O)(O)[O-].[Na+]. The catalyst is CO.C(OCC)(=O)C. The product is [F:19][C:20]1[CH:27]=[CH:26][C:23]([CH2:24][NH:2][C@@H:3]2[C@H:8]3[CH2:9][C@H:5]([CH2:6][CH2:7]3)[C@@H:4]2[C:10]([O:12][CH3:13])=[O:11])=[CH:22][CH:21]=1. The yield is 0.870. (6) The reactants are O=[C:2]1[C:11]2[C:6](=[CH:7][CH:8]=[CH:9][CH:10]=2)[N:5]=[C:4]([C:12]([O:14][CH2:15][CH3:16])=[O:13])[NH:3]1.S(Cl)([Cl:19])=O. The catalyst is CN(C)C=O.C(Cl)(Cl)Cl. The product is [Cl:19][C:2]1[C:11]2[C:6](=[CH:7][CH:8]=[CH:9][CH:10]=2)[N:5]=[C:4]([C:12]([O:14][CH2:15][CH3:16])=[O:13])[N:3]=1. The yield is 0.920. (7) The reactants are [O:1]=[C:2]1[C:7]([CH2:8][C:9]2[CH:14]=[CH:13][C:12]([C:15]3[C:16]([C:21]#[N:22])=[CH:17][CH:18]=[CH:19][CH:20]=3)=[CH:11][CH:10]=2)=[C:6]([CH2:23][CH2:24][CH3:25])[N:5]2[N:26]=[CH:27][N:28]=[C:4]2[NH:3]1.[F:29][C:30]1[CH:35]=[CH:34][C:33](B(O)O)=[CH:32][CH:31]=1.C(N(CC)CC)C.N1C=CC=CC=1. The catalyst is ClCCl.C(OCC)(=O)C.C([O-])(=O)C.[Cu+2].C([O-])(=O)C. The product is [F:29][C:30]1[CH:35]=[CH:34][C:33]([N:3]2[C:2](=[O:1])[C:7]([CH2:8][C:9]3[CH:10]=[CH:11][C:12]([C:15]4[C:16]([C:21]#[N:22])=[CH:17][CH:18]=[CH:19][CH:20]=4)=[CH:13][CH:14]=3)=[C:6]([CH2:23][CH2:24][CH3:25])[N:5]3[N:26]=[CH:27][N:28]=[C:4]23)=[CH:32][CH:31]=1. The yield is 0.910. (8) The reactants are C([O:8][C:9]1[CH:14]=[C:13]([O:15]CC2C=CC=CC=2)[C:12]([CH:23]([CH3:25])[CH3:24])=[CH:11][C:10]=1[C:26]1[N:27]([C:32]2[CH:37]=[CH:36][C:35]([O:38][CH3:39])=[C:34]([N:40]([CH3:44])[CH2:41][CH2:42][CH3:43])[CH:33]=2)[C:28]([OH:31])=[N:29][N:30]=1)C1C=CC=CC=1. The catalyst is CO.[Pd]. The product is [OH:31][C:28]1[N:27]([C:32]2[CH:37]=[CH:36][C:35]([O:38][CH3:39])=[C:34]([N:40]([CH3:44])[CH2:41][CH2:42][CH3:43])[CH:33]=2)[C:26]([C:10]2[CH:11]=[C:12]([CH:23]([CH3:24])[CH3:25])[C:13]([OH:15])=[CH:14][C:9]=2[OH:8])=[N:30][N:29]=1. The yield is 0.940.